Task: Predict the reactants needed to synthesize the given product.. Dataset: Retrosynthesis with 50K atom-mapped reactions and 10 reaction types from USPTO (1) Given the product O=C(NCCCc1ccccc1)Nc1ccc(CCNC[C@H](O)c2ccc(O)c3[nH]c(=O)ccc23)cc1, predict the reactants needed to synthesize it. The reactants are: O=C(NCCCc1ccccc1)Nc1ccc(CCNC[C@H](O)c2ccc(OCc3ccccc3)c3[nH]c(=O)ccc23)cc1. (2) Given the product Cc1cccc(N2CC3CNCCN3C2=O)c1, predict the reactants needed to synthesize it. The reactants are: Cc1cccc(N2CC3CN(C(=O)OC(C)(C)C)CCN3C2=O)c1. (3) Given the product NC[C@@H](O)[C@H](Cc1ccccc1)NC(=O)O[C@H]1CO[C@H]2OCC[C@@H]12, predict the reactants needed to synthesize it. The reactants are: O=C(NC[C@@H](O)[C@H](Cc1ccccc1)NC(=O)OC1COC2OCCC12)OCc1ccccc1. (4) Given the product O=c1n(Cc2ccc(C(F)(F)F)nc2)nc2c(Br)c(-c3ccc(Cl)cc3)ccn12, predict the reactants needed to synthesize it. The reactants are: FC(F)(F)c1ccc(CCl)cn1.O=c1[nH]nc2c(Br)c(-c3ccc(Cl)cc3)ccn12. (5) Given the product Nc1ccc(NC(=O)c2ccccc2)c(Cl)c1, predict the reactants needed to synthesize it. The reactants are: O=C(Nc1ccc([N+](=O)[O-])cc1Cl)c1ccccc1. (6) Given the product CC(=O)Nc1cc(OC(F)(F)C(F)F)nn1-c1cc(S(=O)CC(F)(F)F)c(C)cc1F, predict the reactants needed to synthesize it. The reactants are: CC(=O)Nc1cc(OC(F)(F)C(F)F)nn1-c1cc(SCC(F)(F)F)c(C)cc1F.O=C(OO)c1cccc(Cl)c1.